This data is from Experimentally validated miRNA-target interactions with 360,000+ pairs, plus equal number of negative samples. The task is: Binary Classification. Given a miRNA mature sequence and a target amino acid sequence, predict their likelihood of interaction. (1) The miRNA is hsa-miR-8073 with sequence ACCUGGCAGCAGGGAGCGUCGU. The protein sequence of the target gene is MDTVVFEDVVVDFTLEEWALLNPAQRKLYRDVMLETFKHLASVDNEAQLKASGSISQQDTSGEKLSLKQKIEKFTRKNIWASLLGKNWEEHSVKDKHNTKERHLSRNPRVERPCKSSKGNKRGRTFRKTRNCNRHLRKNCCTSVRRYECSQCGKLFTHSSSLIRHKRAHSGQKLYKCKECGKAFSRPSYLQTHEKTHSGEKPYACQSCGKTFLRSHSLTEHVRTHTGEKPYECGQCGKGFSCPKSFRAHVMMHAGGRPYECKHCGKAFRCQKSFRVHMIMHAGGRPYECKQCGKAYCWAT.... Result: 1 (interaction). (2) The miRNA is hsa-miR-4787-5p with sequence GCGGGGGUGGCGGCGGCAUCCC. The protein sequence of the target gene is MTEEACRTRSQKRALERDPTEDDVESKKIKMERGLLASDLNTDGDMRVTPEPGAGPTQGLLRATEATAMAMGRGEGLVGDGPVDMRTSHSDMKSERRPPSPDVIVLSDNEQPSSPRVNGLTTVALKETSTEALMKSSPEERERMIKQLKEELRLEEAKLVLLKKLRQSQIQKEATAQKPTGSVGSTVTTPPPLVRGTQNIPAGKPSLQTSSARMPGSVIPPPLVRGGQQASSKLGPQASSQVVMPPLVRGAQQIHSIRQHSSTGPPPLLLAPRASVPSVQIQGQRIIQQGLIRVANVPNT.... Result: 1 (interaction).